From a dataset of Full USPTO retrosynthesis dataset with 1.9M reactions from patents (1976-2016). Predict the reactants needed to synthesize the given product. (1) Given the product [Cl:1][C:2]1[CH:3]=[C:4]([N:8]2[CH:12]=[C:11]([CH:13]=[O:14])[CH:10]=[N:9]2)[CH:5]=[CH:6][CH:7]=1, predict the reactants needed to synthesize it. The reactants are: [Cl:1][C:2]1[CH:3]=[C:4]([N:8]2[CH:12]=[C:11]([CH2:13][OH:14])[CH:10]=[N:9]2)[CH:5]=[CH:6][CH:7]=1. (2) Given the product [CH3:1][O:2][C:3]1[CH:4]=[C:5]2[C:10](=[CH:11][C:12]=1[O:13][CH3:14])[N:9]=[CH:8][CH:7]=[C:6]2[O:15][C:16]1[CH:22]=[CH:21][C:19]([NH:20][C:29](=[O:35])[O:28][CH2:26][CH2:44][CH2:43][N:37]2[CH2:42][CH2:41][CH2:40][CH2:39][CH2:38]2)=[C:18]([CH3:23])[C:17]=1[CH3:24], predict the reactants needed to synthesize it. The reactants are: [CH3:1][O:2][C:3]1[CH:4]=[C:5]2[C:10](=[CH:11][C:12]=1[O:13][CH3:14])[N:9]=[CH:8][CH:7]=[C:6]2[O:15][C:16]1[CH:22]=[CH:21][C:19]([NH2:20])=[C:18]([CH3:23])[C:17]=1[CH3:24].Cl[C:26](Cl)([O:28][C:29](=[O:35])OC(Cl)(Cl)Cl)Cl.[N:37]1([CH2:43][CH2:44]CO)[CH2:42][CH2:41][CH2:40][CH2:39][CH2:38]1.C(=O)(O)[O-].[Na+].